This data is from Peptide-MHC class II binding affinity with 134,281 pairs from IEDB. The task is: Regression. Given a peptide amino acid sequence and an MHC pseudo amino acid sequence, predict their binding affinity value. This is MHC class II binding data. (1) The MHC is DRB1_0802 with pseudo-sequence DRB1_0802. The peptide sequence is SQDLELSWNLEGLQAY. The binding affinity (normalized) is 0.343. (2) The peptide sequence is AGSLQGQWRGAAGTA. The MHC is DRB1_0401 with pseudo-sequence DRB1_0401. The binding affinity (normalized) is 0.245. (3) The peptide sequence is VSGAAVVSGFVVASL. The MHC is DRB1_0401 with pseudo-sequence DRB1_0401. The binding affinity (normalized) is 0.487. (4) The peptide sequence is EGTVDFIFGEARSLY. The binding affinity (normalized) is 0.264. The MHC is DRB1_0405 with pseudo-sequence DRB1_0405. (5) The peptide sequence is TPGQCNMVVERLGDY. The MHC is HLA-DPA10201-DPB10501 with pseudo-sequence HLA-DPA10201-DPB10501. The binding affinity (normalized) is 0.139. (6) The peptide sequence is AFKVAATPANAAPAN. The MHC is DRB1_0701 with pseudo-sequence DRB1_0701. The binding affinity (normalized) is 0.699. (7) The peptide sequence is KRVPMALQHFGWEVM. The MHC is DRB1_1301 with pseudo-sequence DRB1_1301. The binding affinity (normalized) is 0.609. (8) The peptide sequence is EKKYFAATQFEPTAA. The binding affinity (normalized) is 0.576. The MHC is DRB1_1001 with pseudo-sequence DRB1_1001. (9) The peptide sequence is MLVLTHGLASVVVHT. The MHC is DRB1_1501 with pseudo-sequence DRB1_1501. The binding affinity (normalized) is 0.593. (10) The binding affinity (normalized) is 0.103. The MHC is DRB1_0802 with pseudo-sequence DRB1_0802. The peptide sequence is DKAVSGLRSLTTLLR.